Dataset: Forward reaction prediction with 1.9M reactions from USPTO patents (1976-2016). Task: Predict the product of the given reaction. (1) Given the reactants C([O:3][C:4]([C:6]1[NH:7][C:8]2[CH2:9][C@@H:10]3[CH2:14][C@@H:11]3[C:12]=2[CH:13]=1)=[O:5])C.[OH-].[Li+], predict the reaction product. The product is: [CH2:14]1[C@H:10]2[CH2:9][C:8]3[NH:7][C:6]([C:4]([OH:5])=[O:3])=[CH:13][C:12]=3[C@@H:11]12. (2) Given the reactants [F:1][CH:2]([F:23])[N:3]1[C:7]2[C:8](=[O:22])[NH:9][C:10]([C:12]3[CH:17]=[CH:16][C:15]([O:18][CH3:19])=[C:14]([O:20][CH3:21])[CH:13]=3)=[CH:11][C:6]=2[N:5]=[CH:4]1.O[C@H:25]([C@H:27]1[CH2:31][N:30]([C@@H:32]([C:34]2[CH:39]=[CH:38][C:37]([O:40][CH3:41])=[CH:36][CH:35]=2)[CH3:33])[C:29](=[O:42])[CH2:28]1)[CH3:26].C1C=CC(P(C2C=CC=CC=2)C2C=CC=CC=2)=CC=1.CCOC(/N=N/C(OCC)=O)=O, predict the reaction product. The product is: [F:23][CH:2]([F:1])[N:3]1[C:7]2[C:8]([O:22][C@@H:25]([C@H:27]3[CH2:31][N:30]([C@@H:32]([C:34]4[CH:35]=[CH:36][C:37]([O:40][CH3:41])=[CH:38][CH:39]=4)[CH3:33])[C:29](=[O:42])[CH2:28]3)[CH3:26])=[N:9][C:10]([C:12]3[CH:17]=[CH:16][C:15]([O:18][CH3:19])=[C:14]([O:20][CH3:21])[CH:13]=3)=[CH:11][C:6]=2[N:5]=[CH:4]1. (3) Given the reactants [CH3:1][CH:2](O)[CH3:3].C1(P(C2C=CC=CC=2)C2C=CC=CC=2)C=CC=CC=1.N(C(OC(C)C)=O)=NC(OC(C)C)=O.[Br:38][C:39]1[CH:48]=[CH:47][C:42]([C:43]([O:45][CH3:46])=[O:44])=[CH:41][C:40]=1[OH:49], predict the reaction product. The product is: [Br:38][C:39]1[CH:48]=[CH:47][C:42]([C:43]([O:45][CH3:46])=[O:44])=[CH:41][C:40]=1[O:49][CH:2]([CH3:3])[CH3:1]. (4) Given the reactants C[Si](C)(C)Cl.Br[CH2:7][C:8]([O:10][C:11]([CH3:14])([CH3:13])[CH3:12])=[O:9].[CH:15](=[O:22])[C:16]1[CH:21]=[CH:20][CH:19]=[CH:18][CH:17]=1.Cl, predict the reaction product. The product is: [OH:22][CH:15]([C:16]1[CH:21]=[CH:20][CH:19]=[CH:18][CH:17]=1)[CH2:7][C:8]([O:10][C:11]([CH3:14])([CH3:13])[CH3:12])=[O:9]. (5) Given the reactants [C:1]([O:5][C:6](=[O:19])[NH:7][CH2:8][CH2:9][C:10]1[CH:15]=[CH:14][C:13]([N+:16]([O-])=O)=[CH:12][CH:11]=1)([CH3:4])([CH3:3])[CH3:2].C([O-])=O.[NH4+], predict the reaction product. The product is: [C:1]([O:5][C:6](=[O:19])[NH:7][CH2:8][CH2:9][C:10]1[CH:15]=[CH:14][C:13]([NH2:16])=[CH:12][CH:11]=1)([CH3:4])([CH3:2])[CH3:3]. (6) Given the reactants [Br:1][C:2]1[N:7]=[CH:6][C:5]([CH:8]=O)=[CH:4][CH:3]=1.[CH3:10][C:11]([S:14]([NH2:16])=[O:15])([CH3:13])[CH3:12], predict the reaction product. The product is: [Br:1][C:2]1[N:7]=[CH:6][C:5](/[CH:8]=[N:16]/[S:14]([C:11]([CH3:13])([CH3:12])[CH3:10])=[O:15])=[CH:4][CH:3]=1. (7) Given the reactants [OH-].[Na+].[CH2:3]([O:5][C:6](=[O:33])[CH:7]([C:13]1[CH:14]=[C:15]2[C:20](=[CH:21][CH:22]=1)[N:19]=[CH:18][N:17]([CH2:23][C:24]1[CH:29]=[CH:28][C:27]([O:30][CH3:31])=[CH:26][CH:25]=1)[C:16]2=[O:32])C(OCC)=O)C, predict the reaction product. The product is: [CH3:3][O:5][C:6](=[O:33])[CH2:7][C:13]1[CH:14]=[C:15]2[C:20](=[CH:21][CH:22]=1)[N:19]=[CH:18][N:17]([CH2:23][C:24]1[CH:25]=[CH:26][C:27]([O:30][CH3:31])=[CH:28][CH:29]=1)[C:16]2=[O:32].